This data is from Catalyst prediction with 721,799 reactions and 888 catalyst types from USPTO. The task is: Predict which catalyst facilitates the given reaction. (1) Reactant: [CH:1]([N:14]1[CH2:17][CH:16]([CH2:18][O:19][C:20]2[C:32]([CH:33]3[CH2:35][CH2:34]3)=[CH:31][C:23]([C:24]([O:26]C(C)(C)C)=[O:25])=[C:22]([F:36])[CH:21]=2)[CH2:15]1)([C:8]1[CH:13]=[CH:12][CH:11]=[CH:10][CH:9]=1)[C:2]1[CH:7]=[CH:6][CH:5]=[CH:4][CH:3]=1.[OH-].[K+]. Product: [CH:1]([N:14]1[CH2:17][CH:16]([CH2:18][O:19][C:20]2[C:32]([CH:33]3[CH2:35][CH2:34]3)=[CH:31][C:23]([C:24]([OH:26])=[O:25])=[C:22]([F:36])[CH:21]=2)[CH2:15]1)([C:8]1[CH:13]=[CH:12][CH:11]=[CH:10][CH:9]=1)[C:2]1[CH:7]=[CH:6][CH:5]=[CH:4][CH:3]=1. The catalyst class is: 16. (2) Reactant: [C:1]([O:5][C:6]([NH:8][C:9]1([C:12]([OH:14])=O)[CH2:11][CH2:10]1)=[O:7])([CH3:4])([CH3:3])[CH3:2].CCN=C=NCCCN(C)C.Cl.[F:27][C:28]([F:32])([F:31])[CH2:29][NH2:30]. Product: [F:27][C:28]([F:32])([F:31])[CH2:29][NH:30][C:12]([C:9]1([NH:8][C:6](=[O:7])[O:5][C:1]([CH3:2])([CH3:3])[CH3:4])[CH2:10][CH2:11]1)=[O:14]. The catalyst class is: 172. (3) Reactant: [Cl:1][C:2]1[CH:7]=[C:6]2[NH:8][C:9](=[O:35])[C:10]3([CH:15]([C:16]4[CH:21]=[CH:20][CH:19]=[C:18]([Cl:22])[CH:17]=4)[CH2:14][C:13](=[O:23])[NH:12][CH:11]3[C:24]3[CH:29]=[C:28](I)[CH:27]=[CH:26][C:25]=3[O:31][CH2:32][CH2:33][OH:34])[C:5]2=[CH:4][CH:3]=1.[CH3:36][C:37]([CH3:41])([CH3:40])[C:38]#[CH:39].C(N(CC)CC)C. Product: [Cl:1][C:2]1[CH:7]=[C:6]2[NH:8][C:9](=[O:35])[C:10]3([CH:15]([C:16]4[CH:21]=[CH:20][CH:19]=[C:18]([Cl:22])[CH:17]=4)[CH2:14][C:13](=[O:23])[NH:12][CH:11]3[C:24]3[CH:29]=[C:28]([C:39]#[C:38][C:37]([CH3:41])([CH3:40])[CH3:36])[CH:27]=[CH:26][C:25]=3[O:31][CH2:32][CH2:33][OH:34])[C:5]2=[CH:4][CH:3]=1. The catalyst class is: 590. (4) Reactant: [CH3:1][O:2][C:3]1[CH:4]=[C:5]2[C:10](=[CH:11][C:12]=1[OH:13])[N:9]=[CH:8][CH:7]=[C:6]2[O:14][C:15]1[C:16]([CH3:25])=[N:17][C:18]2[C:23]([CH:24]=1)=[CH:22][CH:21]=[CH:20][CH:19]=2.Br[CH2:27][CH2:28][Cl:29].C(=O)([O-])[O-].[K+].[K+].O. Product: [Cl:29][CH2:28][CH2:27][O:13][C:12]1[CH:11]=[C:10]2[C:5]([C:6]([O:14][C:15]3[C:16]([CH3:25])=[N:17][C:18]4[C:23]([CH:24]=3)=[CH:22][CH:21]=[CH:20][CH:19]=4)=[CH:7][CH:8]=[N:9]2)=[CH:4][C:3]=1[O:2][CH3:1]. The catalyst class is: 9.